This data is from Catalyst prediction with 721,799 reactions and 888 catalyst types from USPTO. The task is: Predict which catalyst facilitates the given reaction. (1) Reactant: [NH2:1][C@H:2]1[CH2:7][CH2:6][C@H:5]([CH2:8][C:9]([NH:11][C@H:12]2[CH2:17][C:16]3[CH:18]=[CH:19][CH:20]=[C:21]([C:22]([OH:24])=[O:23])[C:15]=3[O:14][B:13]2[OH:25])=[O:10])[CH2:4][CH2:3]1.C[CH2:27][N:28](C(C)C)C(C)C.Cl.C(=N)OC(C)C. Product: [CH:27](=[NH:28])[NH:1][C@H:2]1[CH2:7][CH2:6][C@H:5]([CH2:8][C:9]([NH:11][C@H:12]2[CH2:17][C:16]3[CH:18]=[CH:19][CH:20]=[C:21]([C:22]([OH:24])=[O:23])[C:15]=3[O:14][B:13]2[OH:25])=[O:10])[CH2:4][CH2:3]1. The catalyst class is: 5. (2) Reactant: [NH2:1][C@@H:2]1[CH2:6][CH2:5][N:4]([CH:7]2[CH2:13][CH2:12][CH2:11][N:10]([C:14]([O:16][CH2:17][C:18]3[CH:23]=[CH:22][CH:21]=[CH:20][CH:19]=3)=[O:15])[CH2:9][CH2:8]2)[CH2:3]1.[F:24][C:25]([F:40])([F:39])[C:26]1[CH:27]=[C:28]([CH:36]=[CH:37][CH:38]=1)[C:29]([NH:31][CH2:32][C:33](O)=[O:34])=[O:30].C1C=CC2N(O)N=NC=2C=1.CCN=C=NCCCN(C)C.C(N(CC)CC)C.C([O-])(O)=O.[Na+]. Product: [F:24][C:25]([F:39])([F:40])[C:26]1[CH:27]=[C:28]([CH:36]=[CH:37][CH:38]=1)[C:29]([NH:31][CH2:32][C:33]([NH:1][C@@H:2]1[CH2:6][CH2:5][N:4]([CH:7]2[CH2:13][CH2:12][CH2:11][N:10]([C:14]([O:16][CH2:17][C:18]3[CH:19]=[CH:20][CH:21]=[CH:22][CH:23]=3)=[O:15])[CH2:9][CH2:8]2)[CH2:3]1)=[O:34])=[O:30]. The catalyst class is: 2. (3) Reactant: [Cl:1][C:2]1[C:3]([N:8]2[C:12]([C:13]3[O:14][C:15](=[O:26])[C:16]4[CH:22]=[C:21]([C:23]#[N:24])[CH:20]=[C:19]([CH3:25])[C:17]=4[N:18]=3)=[CH:11][C:10]([C:27]([F:30])([F:29])[F:28])=[N:9]2)=[N:4][CH:5]=[CH:6][CH:7]=1.Cl.[C:32]1([NH2:38])([CH:35]2[CH2:37][CH2:36]2)[CH2:34][CH2:33]1.C(N(CC)CC)C. Product: [C:32]1([NH:38][C:15]([C:16]2[CH:22]=[C:21]([C:23]#[N:24])[CH:20]=[C:19]([CH3:25])[C:17]=2[NH:18][C:13]([C:12]2[N:8]([C:3]3[C:2]([Cl:1])=[CH:7][CH:6]=[CH:5][N:4]=3)[N:9]=[C:10]([C:27]([F:30])([F:29])[F:28])[CH:11]=2)=[O:14])=[O:26])([CH:35]2[CH2:37][CH2:36]2)[CH2:34][CH2:33]1. The catalyst class is: 7. (4) Reactant: [Cl:1][C:2]1[CH:10]=[CH:9][C:8]2[NH:7][C:6]3[CH2:11][CH2:12][N:13]([CH3:15])[CH2:14][C:5]=3[C:4]=2[CH:3]=1.[OH-].[K+].Br[CH2:19][C:20]1([C:25]2[CH:30]=[CH:29][C:28]([Cl:31])=[CH:27][CH:26]=2)[O:24][CH2:23][CH2:22][O:21]1.O. Product: [Cl:1][C:2]1[CH:10]=[CH:9][C:8]2[N:7]([CH2:19][C:20]3([C:25]4[CH:30]=[CH:29][C:28]([Cl:31])=[CH:27][CH:26]=4)[O:21][CH2:22][CH2:23][O:24]3)[C:6]3[CH2:11][CH2:12][N:13]([CH3:15])[CH2:14][C:5]=3[C:4]=2[CH:3]=1. The catalyst class is: 37. (5) Reactant: [CH3:1][O:2][C@@H:3]([C@@H:21]1[CH2:25][CH2:24][CH2:23][N:22]1[C:26](=[O:45])[CH2:27][C@@H:28]([O:43][CH3:44])[C@@H:29]([N:34]([CH3:42])[C:35](=[O:41])[C@H:36]([CH:38]([CH3:40])[CH3:39])[NH2:37])[C@@H:30]([CH3:33])[CH2:31][CH3:32])[C@@H:4]([CH3:20])[C:5]([NH:7][C@H:8]([C:16]([O:18][CH3:19])=[O:17])[CH2:9][C:10]1[CH:15]=[CH:14][CH:13]=[CH:12][CH:11]=1)=[O:6].[CH:46]1[C:58]2[CH:57]([CH2:59][O:60][C:61]([NH:63][CH2:64][C:65]([CH3:70])([CH3:69])[C:66](O)=[O:67])=[O:62])[C:56]3[C:51](=[CH:52][CH:53]=[CH:54][CH:55]=3)[C:50]=2[CH:49]=[CH:48][CH:47]=1.CCN(C(C)C)C(C)C.CN(C(ON1N=NC2C=CC=NC1=2)=[N+](C)C)C.F[P-](F)(F)(F)(F)F. Product: [CH:55]1[C:56]2[CH:57]([CH2:59][O:60][C:61]([NH:63][CH2:64][C:65]([CH3:70])([CH3:69])[C:66]([NH:37][C@H:36]([C:35]([N:34]([CH3:42])[C@@H:29]([C@@H:30]([CH3:33])[CH2:31][CH3:32])[C@H:28]([O:43][CH3:44])[CH2:27][C:26]([N:22]3[CH2:23][CH2:24][CH2:25][C@H:21]3[C@H:3]([O:2][CH3:1])[C@@H:4]([CH3:20])[C:5]([NH:7][C@H:8]([C:16]([O:18][CH3:19])=[O:17])[CH2:9][C:10]3[CH:11]=[CH:12][CH:13]=[CH:14][CH:15]=3)=[O:6])=[O:45])=[O:41])[CH:38]([CH3:39])[CH3:40])=[O:67])=[O:62])[C:58]3[C:50](=[CH:49][CH:48]=[CH:47][CH:46]=3)[C:51]=2[CH:52]=[CH:53][CH:54]=1. The catalyst class is: 4. (6) Reactant: [F:1][C:2]1[CH:7]=[CH:6][CH:5]=[CH:4][C:3]=1[C:8]([NH:10][C:11]1[CH:20]=[CH:19][C:14]([C:15](OC)=[O:16])=[C:13]([O:21][CH3:22])[CH:12]=1)=[O:9].O.[NH2:24][NH2:25]. Product: [F:1][C:2]1[CH:7]=[CH:6][CH:5]=[CH:4][C:3]=1[C:8]([NH:10][C:11]1[CH:20]=[CH:19][C:14]([C:15]([NH:24][NH2:25])=[O:16])=[C:13]([O:21][CH3:22])[CH:12]=1)=[O:9]. The catalyst class is: 5. (7) The catalyst class is: 4. Reactant: [CH:1]1([CH2:6][C@H:7]([CH2:25][C:26](=[O:36])[NH:27][O:28][CH2:29][C:30]2[CH:35]=[CH:34][CH:33]=[CH:32][CH:31]=2)[C:8]([N:10]2[C@H:14]([C:15]([NH:17][C:18]3[CH:23]=[CH:22][C:21]([F:24])=[CH:20][N:19]=3)=[O:16])[CH2:13][CH:12]=[N:11]2)=[O:9])[CH2:5][CH2:4][CH2:3][CH2:2]1.ClC1C=C(C(OO)=[O:45])C=CC=1. Product: [CH:1]1([CH2:6][C@H:7]([CH2:25][C:26](=[O:36])[NH:27][O:28][CH2:29][C:30]2[CH:31]=[CH:32][CH:33]=[CH:34][CH:35]=2)[C:8]([N:10]2[C@H:14]([C:15]([NH:17][C:18]3[CH:23]=[CH:22][C:21]([F:24])=[CH:20][N+:19]=3[O-:45])=[O:16])[CH2:13][CH:12]=[N:11]2)=[O:9])[CH2:2][CH2:3][CH2:4][CH2:5]1.